Task: Regression. Given a peptide amino acid sequence and an MHC pseudo amino acid sequence, predict their binding affinity value. This is MHC class I binding data.. Dataset: Peptide-MHC class I binding affinity with 185,985 pairs from IEDB/IMGT The peptide sequence is FLEESHPGI. The MHC is HLA-A26:01 with pseudo-sequence HLA-A26:01. The binding affinity (normalized) is 0.0847.